From a dataset of Reaction yield outcomes from USPTO patents with 853,638 reactions. Predict the reaction yield, written as a fraction of the theoretical maximum amount of product (1.0 means a 100% yield; for example, 0.34 means a 34% yield). No catalyst specified. The reactants are [F:1][C:2]([F:10])([F:9])[C:3]#[C:4][C:5]([F:8])([F:7])[F:6].[CH3:11][C:12]1[O:13][CH:14]=[CH:15][CH:16]=1. The yield is 0.920. The product is [CH3:11][C:12]12[O:13][CH:14]([CH:15]=[CH:16]1)[C:3]([C:2]([F:10])([F:9])[F:1])=[C:4]2[C:5]([F:8])([F:7])[F:6].